From a dataset of Reaction yield outcomes from USPTO patents with 853,638 reactions. Predict the reaction yield, written as a fraction of the theoretical maximum amount of product (1.0 means a 100% yield; for example, 0.34 means a 34% yield). (1) The reactants are P(Cl)(Cl)(Cl)=O.CN([CH:9]=[O:10])C.[Cl:11][C:12]1[CH:16]=[CH:15][NH:14][C:13]=1[C:17]([O:19][CH3:20])=[O:18].C([O-])(=O)C.[Na+]. The catalyst is ClC(Cl)C.O.C(Cl)Cl. The product is [Cl:11][C:12]1[CH:16]=[C:15]([CH:9]=[O:10])[NH:14][C:13]=1[C:17]([O:19][CH3:20])=[O:18]. The yield is 0.200. (2) The reactants are [C:1]([O:4][C@@H:5]1[C@@H:10]([O:11][C:12](=[O:14])[CH3:13])[C@H:9]([O:15][C:16](=[O:18])[CH3:17])[C@@H:8](O/C(/C(OCC)=O)=C\C2C=CC=CC=2F)[O:7][C@H:6]1[CH2:34][O:35][C:36](=[O:38])[CH3:37])(=[O:3])[CH3:2].[F:39][C:40]1[CH:41]=[C:42]([CH2:46][C:47](=[O:53])[C:48]([O:50][CH2:51][CH3:52])=[O:49])[CH:43]=[CH:44][CH:45]=1.[H-].[Na+].[Br-].C(O[C@@H]1[C@@H](OC(=O)C)[C@@H](OC(=O)C)[C@@H](COC(=O)C)O[C@@H]1O)(=O)C. No catalyst specified. The product is [C:1]([O:4][C@H:5]1[C@@H:10]([O:11][C:12](=[O:14])[CH3:13])[C@H:9]([O:15][C:16](=[O:18])[CH3:17])[C@@H:8]([O:53]/[C:47](/[C:48]([O:50][CH2:51][CH3:52])=[O:49])=[CH:46]\[C:42]2[CH:43]=[CH:44][CH:45]=[C:40]([F:39])[CH:41]=2)[O:7][C@H:6]1[CH2:34][O:35][C:36](=[O:38])[CH3:37])(=[O:3])[CH3:2]. The yield is 0.790. (3) The reactants are [CH3:1][O:2][C:3](=[O:24])[CH:4]=P(C1C=CC=CC=1)(C1C=CC=CC=1)C1C=CC=CC=1.C([C:27]1[CH:28]=[N:29][C:30]([N:33]2[CH2:45][CH2:44][C:43]3[C:42]4[C:37](=[CH:38][CH:39]=[CH:40][CH:41]=4)[N:36]([C:46]([O:48][C:49]([CH3:52])([CH3:51])[CH3:50])=[O:47])[C:35]=3[CH2:34]2)=[N:31][CH:32]=1)=O.[CH2:53](Cl)Cl. No catalyst specified. The product is [CH3:1][O:2][C:3](=[O:24])/[CH:4]=[CH:53]/[C:27]1[CH:28]=[N:29][C:30]([N:33]2[CH2:45][CH2:44][C:43]3[C:42]4[C:37](=[CH:38][CH:39]=[CH:40][CH:41]=4)[N:36]([C:46]([O:48][C:49]([CH3:50])([CH3:51])[CH3:52])=[O:47])[C:35]=3[CH2:34]2)=[N:31][CH:32]=1. The yield is 0.780. (4) The reactants are [O:1]=[C:2]1[CH2:6][CH2:5][N:4]([C:7]([O:9][C:10]([CH3:13])([CH3:12])[CH3:11])=[O:8])[CH2:3]1.[BH4-].[Na+].Cl. The catalyst is CO.O. The product is [OH:1][CH:2]1[CH2:6][CH2:5][N:4]([C:7]([O:9][C:10]([CH3:13])([CH3:12])[CH3:11])=[O:8])[CH2:3]1. The yield is 0.989.